From a dataset of Forward reaction prediction with 1.9M reactions from USPTO patents (1976-2016). Predict the product of the given reaction. Given the reactants [Br:1][C:2]1[C:6]2[CH2:7][N:8]([C:11](OC(C)(C)C)=[O:12])[CH2:9][CH2:10][C:5]=2[N:4]([CH:18]2[CH2:22][CH2:21][O:20][CH2:19]2)[N:3]=1.[C:23](O)(C(F)(F)F)=O.C(OC(=O)C)(=O)C, predict the reaction product. The product is: [Br:1][C:2]1[C:6]2[CH2:7][N:8]([C:11](=[O:12])[CH3:23])[CH2:9][CH2:10][C:5]=2[N:4]([CH:18]2[CH2:22][CH2:21][O:20][CH2:19]2)[N:3]=1.